Dataset: Full USPTO retrosynthesis dataset with 1.9M reactions from patents (1976-2016). Task: Predict the reactants needed to synthesize the given product. (1) Given the product [CH3:39][O:38][C:36]1([CH3:37])[C:31]([O:30][CH3:29])([CH3:42])[O:32][C@@H:33]([C:19]2[NH:18][C:16](=[O:17])[C:15]3[C:14]([C:13]=2[C:4]2[C:5]([CH3:12])=[C:6]4[C:11](=[C:2]([F:1])[CH:3]=2)[O:10][CH2:9][CH2:8][CH2:7]4)=[CH:23][CH:22]=[CH:21][CH:20]=3)[CH2:34][O:35]1, predict the reactants needed to synthesize it. The reactants are: [F:1][C:2]1[CH:3]=[C:4]([CH2:13][C:14]2[CH:23]=[CH:22][CH:21]=[CH:20][C:15]=2[C:16]([NH:18][CH3:19])=[O:17])[C:5]([CH3:12])=[C:6]2[C:11]=1[O:10][CH2:9][CH2:8][CH2:7]2.[Li]CCCC.[CH3:29][O:30][C:31]1([CH3:42])[C:36]([O:38][CH3:39])([CH3:37])[O:35][C@@H:34](C#N)[CH2:33][O:32]1. (2) Given the product [CH2:26]1[C:34]2[C:29](=[CH:30][CH:31]=[CH:32][CH:33]=2)[CH2:28][CH:27]1[NH:35][C:36]1[N:37]=[CH:38][C:39]2[CH2:45][N:44]([C:23](=[O:25])[CH2:22][CH2:21][NH:20][C:18](=[O:19])[O:17][C:13]([CH3:14])([CH3:15])[CH3:16])[CH2:43][CH2:42][C:40]=2[N:41]=1, predict the reactants needed to synthesize it. The reactants are: Cl.CN(C)CCCN=C=NCC.[C:13]([O:17][C:18]([NH:20][CH2:21][CH2:22][C:23]([OH:25])=O)=[O:19])([CH3:16])([CH3:15])[CH3:14].[CH2:26]1[C:34]2[C:29](=[CH:30][CH:31]=[CH:32][CH:33]=2)[CH2:28][CH:27]1[NH:35][C:36]1[N:37]=[CH:38][C:39]2[CH2:45][NH:44][CH2:43][CH2:42][C:40]=2[N:41]=1. (3) The reactants are: [CH3:1][C:2]1[CH:7]=[CH:6][C:5]([S:8]([NH:11][C:12]2[C:21]3[C:16](=[CH:17][CH:18]=[CH:19][CH:20]=3)[C:15]([N:22]3[CH2:27][CH2:26][N:25](C(OC(C)(C)C)=O)[CH2:24][CH2:23]3)=[CH:14][CH:13]=2)(=[O:10])=[O:9])=[CH:4][CH:3]=1.[ClH:35]. Given the product [ClH:35].[CH3:1][C:2]1[CH:7]=[CH:6][C:5]([S:8]([NH:11][C:12]2[C:21]3[C:16](=[CH:17][CH:18]=[CH:19][CH:20]=3)[C:15]([N:22]3[CH2:27][CH2:26][NH:25][CH2:24][CH2:23]3)=[CH:14][CH:13]=2)(=[O:10])=[O:9])=[CH:4][CH:3]=1, predict the reactants needed to synthesize it. (4) Given the product [NH2:1][C:2]([NH:4][C:5]1[S:6][C:7]([C:14]2[CH:19]=[CH:18][CH:17]=[CH:16][CH:15]=2)=[CH:8][C:9]=1[C:10]([NH:32][C@@H:26]1[CH:27]2[CH2:30][CH2:31][N:24]([CH2:29][CH2:28]2)[CH2:25]1)=[O:12])=[O:3], predict the reactants needed to synthesize it. The reactants are: [NH2:1][C:2]([NH:4][C:5]1[S:6][C:7]([C:14]2[CH:19]=[CH:18][CH:17]=[CH:16][CH:15]=2)=[CH:8][C:9]=1[C:10]([O:12]C)=O)=[O:3].C[Al](C)C.[N:24]12[CH2:31][CH2:30][CH:27]([CH2:28][CH2:29]1)[C@@H:26]([NH2:32])[CH2:25]2.[C@H](O)(C([O-])=O)[C@@H](O)C([O-])=O.[Na+].[K+]. (5) The reactants are: Cl.C[O:3][C:4](=O)/[CH:5]=[CH:6]/[C:7]1[CH:12]=[CH:11][C:10]([CH2:13][NH:14][CH2:15][CH2:16][C:17]2[C:25]3[C:20](=[CH:21][CH:22]=[CH:23][CH:24]=3)[NH:19][C:18]=2[CH3:26])=[CH:9][CH:8]=1.[OH-:28].[Na+].[NH2:30]O.Cl. Given the product [OH:28][NH:30][C:4](=[O:3])/[CH:5]=[CH:6]/[C:7]1[CH:12]=[CH:11][C:10]([CH2:13][NH:14][CH2:15][CH2:16][C:17]2[C:25]3[C:20](=[CH:21][CH:22]=[CH:23][CH:24]=3)[NH:19][C:18]=2[CH3:26])=[CH:9][CH:8]=1, predict the reactants needed to synthesize it. (6) Given the product [C:46]([O:45][C:43]([N:40]1[CH2:41][CH2:42][CH:37]([O:15][C:12]2[CH:13]=[CH:14][C:9]([B:4]3[O:3][C:2]([CH3:16])([CH3:1])[C:6]([CH3:7])([CH3:8])[O:5]3)=[CH:10][CH:11]=2)[CH2:38][CH2:39]1)=[O:44])([CH3:49])([CH3:47])[CH3:48], predict the reactants needed to synthesize it. The reactants are: [CH3:1][C:2]1([CH3:16])[C:6]([CH3:8])([CH3:7])[O:5][B:4]([C:9]2[CH:14]=[CH:13][C:12]([OH:15])=[CH:11][CH:10]=2)[O:3]1.C1(P(C2C=CC=CC=2)C2C=CC=CC=2)C=CC=CC=1.O[CH:37]1[CH2:42][CH2:41][N:40]([C:43]([O:45][C:46]([CH3:49])([CH3:48])[CH3:47])=[O:44])[CH2:39][CH2:38]1.N(/C(N1CCCCC1)=O)=N\C(N1CCCCC1)=O. (7) Given the product [CH3:1][O:2][C:3](=[O:27])[CH2:4][O:5][C:6]1[CH:15]=[CH:14][C:13]([Cl:16])=[C:12]2[C:7]=1[C:8]([O:26][CH:40]([CH3:42])[CH3:41])=[C:9]([CH2:18][C:19]1[CH:20]=[CH:21][C:22]([F:25])=[CH:23][CH:24]=1)[C:10]([CH3:17])=[N:11]2, predict the reactants needed to synthesize it. The reactants are: [CH3:1][O:2][C:3](=[O:27])[CH2:4][O:5][C:6]1[CH:15]=[CH:14][C:13]([Cl:16])=[C:12]2[C:7]=1[C:8](=[O:26])[C:9]([CH2:18][C:19]1[CH:24]=[CH:23][C:22]([F:25])=[CH:21][CH:20]=1)=[C:10]([CH3:17])[NH:11]2.CN(C)C=O.C(=O)([O-])[O-].[K+].[K+].I[CH:40]([CH3:42])[CH3:41]. (8) Given the product [Cl:16][C:2]1[N:3]=[C:4]2[NH:11][C:10]([CH3:13])([CH3:12])[CH2:9][N:5]2[C:6](=[O:8])[CH:7]=1, predict the reactants needed to synthesize it. The reactants are: O[C:2]1[N:3]=[C:4]2[NH:11][C:10]([CH3:13])([CH3:12])[CH2:9][N:5]2[C:6](=[O:8])[CH:7]=1.O=P(Cl)(Cl)[Cl:16].